This data is from Full USPTO retrosynthesis dataset with 1.9M reactions from patents (1976-2016). The task is: Predict the reactants needed to synthesize the given product. (1) The reactants are: C(OC1N=CC([NH:15][C:16]2[CH:21]=[C:20]([C:22]3[CH:30]=[CH:29][CH:28]=[C:27]4[C:23]=3[CH:24]=[CH:25][N:26]4[Si](C(C)C)(C(C)C)C(C)C)C=C(OCC3C=CC(OC)=CC=3)[CH:17]=2)=CC=1)C1C=CC=CC=1.C([O:58][C:59]1[N:64]=[CH:63][C:62](NC2C=C(OCC3C=CC(OC)=CC=3)C=C(Br)C=2)=[CH:61][CH:60]=1)C1C=CC=CC=1.[CH3:83][C:84]1(C)C(C)(C)OB(C2C=CC=C3C=2C=CN3[Si](C(C)C)(C(C)C)C(C)C)[O:85]1.[O-]P([O-])([O-])=O.[K+].[K+].[K+]. Given the product [OH:85][C:84]1[CH:17]=[C:16]([NH:15][C:60]2[C:59]([OH:58])=[N:64][CH:63]=[CH:62][CH:61]=2)[CH:21]=[C:20]([C:22]2[CH:30]=[CH:29][CH:28]=[C:27]3[C:23]=2[CH:24]=[CH:25][NH:26]3)[CH:83]=1, predict the reactants needed to synthesize it. (2) Given the product [OH:25][CH2:24][CH2:23][CH2:22][N:21]1[CH2:12][C:4]2[C:5](=[CH:10][CH:11]=[C:2]([I:1])[CH:3]=2)[C:6]1=[O:8], predict the reactants needed to synthesize it. The reactants are: [I:1][C:2]1[CH:11]=[CH:10][C:5]([C:6]([O:8]C)=O)=[C:4]([CH3:12])[CH:3]=1.BrN1C(=O)CCC1=O.[NH2:21][CH2:22][CH2:23][CH2:24][OH:25]. (3) Given the product [Br:1][C:2]1[CH:3]=[CH:4][C:5]([CH2:6][N:7]2[C:16]3[C:11](=[C:12]([CH2:17][CH:18]4[S:22][C:21](=[S:23])[NH:20][C:19]4=[O:24])[CH:13]=[CH:14][CH:15]=3)[CH2:10][CH2:9][C:8]2=[O:25])=[CH:26][CH:27]=1, predict the reactants needed to synthesize it. The reactants are: [Br:1][C:2]1[CH:27]=[CH:26][C:5]([CH2:6][N:7]2[C:16]3[C:11](=[C:12]([CH:17]=[C:18]4[S:22][C:21](=[S:23])[NH:20][C:19]4=[O:24])[CH:13]=[CH:14][CH:15]=3)[CH2:10][CH2:9][C:8]2=[O:25])=[CH:4][CH:3]=1.[OH-].[Na+].CC(=NO)C(C)=NO.[BH4-].[Na+].S([O-])(O)(=O)=O.[K+]. (4) Given the product [C:60]([NH:62][C@H:63]([C:65]([NH:18][C@H:19]([C:24]([NH:26][C@H:27]([C:32]([NH:34][C@@H:35]([CH2:43][OH:44])[CH2:36][C:77]1[CH:78]=[CH:79][CH:80]=[CH:81][CH:82]=1)=[O:33])[C@H:28]([CH2:30][CH3:31])[CH3:29])=[O:25])[CH2:20][CH:21]([CH3:23])[CH3:22])=[O:66])[CH3:64])([O:59][CH2:58][CH:56]1[C:55]2[C:50](=[CH:51][CH:52]=[CH:53][CH:54]=2)[C:49]2[C:57]1=[CH:45][CH:46]=[CH:47][CH:48]=2)=[O:61], predict the reactants needed to synthesize it. The reactants are: C([NH:18][C@H:19]([C:24]([NH:26][C@H:27]([C:32]([NH:34][C@@H:35]([CH2:43][OH:44])[CH2:36]C1C=CC=CC=1)=[O:33])[C@H:28]([CH2:30][CH3:31])[CH3:29])=[O:25])[CH2:20][CH:21]([CH3:23])[CH3:22])(OCC1C2C(=CC=CC=2)C2C1=CC=CC=2)=O.[CH:45]1[C:57]2[CH:56]([CH2:58][O:59][C:60]([NH:62][C@H:63]([C:65](O)=[O:66])[CH3:64])=[O:61])[C:55]3[C:50](=[CH:51][CH:52]=[CH:53][CH:54]=3)[C:49]=2[CH:48]=[CH:47][CH:46]=1.[CH2:77]1[CH2:82][CH2:81][CH:80](N=C=N[CH:77]2[CH2:82][CH2:81][CH2:80][CH2:79][CH2:78]2)[CH2:79][CH2:78]1.C1C=CC2N(O)N=NC=2C=1. (5) Given the product [CH:22]1([C:2]2[CH:3]=[CH:4][C:5](=[O:21])[N:6]([CH2:9][CH2:10][C:11]3[CH:20]=[CH:19][C:14]([C:15]([O:17][CH3:18])=[O:16])=[CH:13][CH:12]=3)[C:7]=2[CH3:8])[CH2:24][CH2:23]1, predict the reactants needed to synthesize it. The reactants are: Br[C:2]1[CH:3]=[CH:4][C:5](=[O:21])[N:6]([CH2:9][CH2:10][C:11]2[CH:20]=[CH:19][C:14]([C:15]([O:17][CH3:18])=[O:16])=[CH:13][CH:12]=2)[C:7]=1[CH3:8].[CH:22]1(OB(O)O)[CH2:24][CH2:23]1.P([O-])([O-])([O-])=O.[K+].[K+].[K+].C1(P(C2CCCCC2)C2CCCCC2)CCCCC1. (6) Given the product [N:1]1[CH:6]=[CH:5][CH:4]=[CH:3][C:2]=1[C:7]1[C:15]2[C:14]([C:16]3[CH:17]=[C:18]([NH:22][C:23](=[O:27])[C:24]([CH3:26])=[CH2:25])[CH:19]=[CH:20][CH:21]=3)=[N:13][CH:12]=[N:11][C:10]=2[NH:9][CH:8]=1, predict the reactants needed to synthesize it. The reactants are: [N:1]1[CH:6]=[CH:5][CH:4]=[CH:3][C:2]=1[C:7]1[C:15]2[C:14]([C:16]3[CH:17]=[C:18]([NH:22][C:23](=[O:27])[C:24]([CH3:26])=[CH2:25])[CH:19]=[CH:20][CH:21]=3)=[N:13][CH:12]=[N:11][C:10]=2[N:9](COCC[Si](C)(C)C)[CH:8]=1.C(C(O)=O)(F)(F)F.C(N)CN.[OH-].[Na+]. (7) Given the product [F:19][C:20]1[C:25]([F:26])=[CH:24][CH:23]=[CH:22][C:21]=1[CH2:27][C:28]([NH:1][N:2]1[N:11]=[C:10]([N:12]2[CH2:17][CH2:16][O:15][CH2:14][CH2:13]2)[C:9]2[C:4](=[CH:5][CH:6]=[CH:7][CH:8]=2)[C:3]1=[O:18])=[O:29], predict the reactants needed to synthesize it. The reactants are: [NH2:1][N:2]1[N:11]=[C:10]([N:12]2[CH2:17][CH2:16][O:15][CH2:14][CH2:13]2)[C:9]2[C:4](=[CH:5][CH:6]=[CH:7][CH:8]=2)[C:3]1=[O:18].[F:19][C:20]1[C:25]([F:26])=[CH:24][CH:23]=[CH:22][C:21]=1[CH2:27][C:28](O)=[O:29].